Dataset: Catalyst prediction with 721,799 reactions and 888 catalyst types from USPTO. Task: Predict which catalyst facilitates the given reaction. (1) Reactant: Cl.[CH3:2][O:3][C:4](=[O:10])[C@@H:5]1[CH2:9][CH2:8][CH2:7][NH:6]1.[N:11]1[C:15]2[CH:16]=[CH:17][CH:18]=[CH:19][C:14]=2[NH:13][C:12]=1[CH2:20][CH2:21][C:22]([OH:24])=O.[CH:25]1C=CC2N(O)N=NC=2C=1.C(Cl)CCl.C(N(CC)CC)C.C([O-])([O-])=O.[Cs+].[Cs+].IC. Product: [CH3:25][N:13]1[C:14]2[CH:19]=[CH:18][CH:17]=[CH:16][C:15]=2[N:11]=[C:12]1[CH2:20][CH2:21][C:22]([N:6]1[CH2:7][CH2:8][CH2:9][C@H:5]1[C:4]([O:3][CH3:2])=[O:10])=[O:24]. The catalyst class is: 18. (2) Reactant: [NH2:1][C@@H:2]1[CH2:3][CH2:2][N:1](CCN2C3C(=CC=C(C#N)C=3)C(C)=CC2=[O:23])C[C@@H:3]1[O:23]C.[F:26][C:27]([F:32])([F:31])[C:28]([O-:30])=[O:29].C(N(CC)C(C)C)(C)C.O=C1COC2C=CC(C=O)=NC=2N1.C(O[BH-](OC(=O)C)OC(=O)C)(=O)C.[Na+]. Product: [OH2:23].[C:2](#[N:1])[CH3:3].[F:26][C:27]([F:32])([F:31])[C:28]([OH:30])=[O:29]. The catalyst class is: 147. (3) Reactant: [Br:1][C:2]1[CH:3]=[C:4]2[C:8](=[CH:9][CH:10]=1)[NH:7][C:6](=O)[C:5]2([CH3:13])[CH3:12].B.CSC.O.C(Cl)Cl.C[N+]([O-])(C)C. Product: [Br:1][C:2]1[CH:3]=[C:4]2[C:8](=[CH:9][CH:10]=1)[NH:7][CH2:6][C:5]2([CH3:13])[CH3:12]. The catalyst class is: 1.